From a dataset of Full USPTO retrosynthesis dataset with 1.9M reactions from patents (1976-2016). Predict the reactants needed to synthesize the given product. (1) Given the product [CH3:18][C:16]1[N:15]([CH2:19][C:20]2[CH:25]=[CH:24][C:23]([CH3:26])=[CH:22][CH:21]=2)[N:14]=[C:13]([C:11]2[O:10][N:9]=[C:8]([C:5]3[CH:6]=[CH:7][C:2]([N:27]4[CH2:32][CH2:31][O:30][CH2:29][CH2:28]4)=[CH:3][CH:4]=3)[N:12]=2)[CH:17]=1, predict the reactants needed to synthesize it. The reactants are: I[C:2]1[CH:7]=[CH:6][C:5]([C:8]2[N:12]=[C:11]([C:13]3[CH:17]=[C:16]([CH3:18])[N:15]([CH2:19][C:20]4[CH:25]=[CH:24][C:23]([CH3:26])=[CH:22][CH:21]=4)[N:14]=3)[O:10][N:9]=2)=[CH:4][CH:3]=1.[NH:27]1[CH2:32][CH2:31][O:30][CH2:29][CH2:28]1.C(=O)([O-])[O-].[K+].[K+].C1(P(C2CCCCC2)C2C=CC=CC=2C2C(C(C)(C)C)=CC(C(C)(C)C)=CC=2C(C)(C)C)CCCCC1. (2) Given the product [Br:8][C:5]1[CH:6]=[CH:7][C:2]2[N:3]([CH:10]=[C:11]([C:13]3[CH:18]=[CH:17][C:16]([F:19])=[C:15]([Cl:20])[CH:14]=3)[N:1]=2)[CH:4]=1, predict the reactants needed to synthesize it. The reactants are: [NH2:1][C:2]1[CH:7]=[CH:6][C:5]([Br:8])=[CH:4][N:3]=1.Br[CH2:10][C:11]([C:13]1[CH:18]=[CH:17][C:16]([F:19])=[C:15]([Cl:20])[CH:14]=1)=O.[OH-].[Na+]. (3) Given the product [Cl:2][C:3]1[CH:8]=[CH:7][C:6]([CH2:9][C@@H:10]([C:14]2[CH:15]=[C:16]([CH:17]=[CH:18][CH:19]=2)[C:20]#[N:21])[C@@H:11]([NH:13][CH:27]([C:29]2[CH:34]=[CH:33][CH:32]=[CH:31][CH:30]=2)[CH2:26][S:23]([CH3:22])(=[O:24])=[O:25])[CH3:12])=[CH:5][CH:4]=1, predict the reactants needed to synthesize it. The reactants are: Cl.[Cl:2][C:3]1[CH:8]=[CH:7][C:6]([CH2:9][C@@H:10]([C:14]2[CH:19]=[CH:18][CH:17]=[C:16]([C:20]#[N:21])[CH:15]=2)[C@@H:11]([NH2:13])[CH3:12])=[CH:5][CH:4]=1.[CH3:22][S:23]([CH2:26][C:27]([C:29]1[CH:34]=[CH:33][CH:32]=[CH:31][CH:30]=1)=O)(=[O:25])=[O:24]. (4) Given the product [O:38]1[CH2:39][CH2:40][N:35]([CH2:34][CH2:33][NH:32][C:14]([CH:11]2[CH2:10][CH2:9][N:8]([C:6]([O:5][C:1]([CH3:2])([CH3:3])[CH3:4])=[O:7])[CH2:13][CH2:12]2)=[O:16])[CH2:36][CH2:37]1, predict the reactants needed to synthesize it. The reactants are: [C:1]([O:5][C:6]([N:8]1[CH2:13][CH2:12][CH:11]([C:14]([OH:16])=O)[CH2:10][CH2:9]1)=[O:7])([CH3:4])([CH3:3])[CH3:2].CN(C=O)C.C1C=CC2N(O)N=NC=2C=1.[NH2:32][CH2:33][CH2:34][N:35]1[CH2:40][CH2:39][O:38][CH2:37][CH2:36]1.CCN(C(C)C)C(C)C.